Predict the reactants needed to synthesize the given product. From a dataset of Full USPTO retrosynthesis dataset with 1.9M reactions from patents (1976-2016). (1) Given the product [F:10][C:4]1[C:5]([F:9])=[CH:6][CH:7]=[CH:8][C:3]=1[CH2:2][CH:13]([C:14](=[O:15])[CH3:16])[C:12]([O:18][CH2:19][CH3:20])=[O:17], predict the reactants needed to synthesize it. The reactants are: Br[CH2:2][C:3]1[CH:8]=[CH:7][CH:6]=[C:5]([F:9])[C:4]=1[F:10].[Na].[C:12]([O:18][CH2:19][CH3:20])(=[O:17])[CH2:13][C:14]([CH3:16])=[O:15]. (2) Given the product [OH:16][CH2:15][CH2:14][CH2:13][CH:10]1[CH2:11][CH2:12][N:7]([C:18]#[N:17])[CH2:8][CH2:9]1, predict the reactants needed to synthesize it. The reactants are: C(=O)(O)[O-].[Na+].Cl.[NH:7]1[CH2:12][CH2:11][CH:10]([CH2:13][CH2:14][CH2:15][OH:16])[CH2:9][CH2:8]1.[N:17]#[C:18]Br.